Predict the product of the given reaction. From a dataset of Forward reaction prediction with 1.9M reactions from USPTO patents (1976-2016). (1) Given the reactants [CH3:1][C@H:2]1OS(=O)(=O)[N:4]([C:9]([O:11][C:12]([CH3:15])([CH3:14])[CH3:13])=[O:10])[C@@H:3]1[C:16]([O:18][CH2:19][C:20]1[CH:25]=[CH:24][CH:23]=[CH:22][CH:21]=1)=[O:17].[N-:26]=[N+:27]=[N-:28].[Na+].[Na+].[Cl-].OS(O)(=O)=O, predict the reaction product. The product is: [N:26]([C@@H:2]([CH3:1])[C@H:3]([NH:4][C:9]([O:11][C:12]([CH3:15])([CH3:14])[CH3:13])=[O:10])[C:16]([O:18][CH2:19][C:20]1[CH:25]=[CH:24][CH:23]=[CH:22][CH:21]=1)=[O:17])=[N+:27]=[N-:28]. (2) Given the reactants CCN(C(C)C)C(C)C.CS(Cl)(=O)=O.CS(O[CH2:20][CH2:21][CH:22]([NH:30][C:31]([O:33][C:34]([CH3:37])([CH3:36])[CH3:35])=[O:32])[C:23]1[CH:28]=[CH:27][CH:26]=[C:25]([Cl:29])[CH:24]=1)(=O)=O.[I-:38].[Na+], predict the reaction product. The product is: [Cl:29][C:25]1[CH:24]=[C:23]([CH:22]([NH:30][C:31](=[O:32])[O:33][C:34]([CH3:37])([CH3:36])[CH3:35])[CH2:21][CH2:20][I:38])[CH:28]=[CH:27][CH:26]=1. (3) The product is: [CH3:44][N:45]1[C:54]2[C:49](=[CH:50][N:51]=[C:52]([CH3:55])[CH:53]=2)[CH:48]=[C:47]([C:56]2[CH:57]=[C:58]([NH:63][C:64]3[N:65]=[C:6]([C:3]4([C:2]([F:10])([F:9])[F:1])[CH2:5][CH2:4]4)[O:7][N:67]=3)[CH:59]=[CH:60][C:61]=2[CH3:62])[C:46]1=[O:68]. Given the reactants [F:1][C:2]([F:10])([F:9])[C:3]1([C:6](O)=[O:7])[CH2:5][CH2:4]1.CCN(C(C)C)C(C)C.CN(C(ON1N=NC2C=CC=NC1=2)=[N+](C)C)C.F[P-](F)(F)(F)(F)F.[CH3:44][N:45]1[C:54]2[C:49](=[CH:50][N:51]=[C:52]([CH3:55])[CH:53]=2)[CH:48]=[C:47]([C:56]2[CH:57]=[C:58]([NH:63]/[C:64](/[NH2:67])=[N:65]/O)[CH:59]=[CH:60][C:61]=2[CH3:62])[C:46]1=[O:68], predict the reaction product. (4) Given the reactants [CH2:1]([C:13]1[CH:14]=[C:15]([C:19]2[O:23][N:22]=[C:21]([C:24]3([C:27]([O:29]CC)=[O:28])[CH2:26][CH2:25]3)[N:20]=2)[CH:16]=[CH:17][CH:18]=1)[CH2:2][CH2:3][CH2:4][CH2:5][CH2:6][CH2:7][CH2:8][CH2:9][CH2:10][CH2:11][CH3:12].O.[Li+].[OH-], predict the reaction product. The product is: [CH2:1]([C:13]1[CH:14]=[C:15]([C:19]2[O:23][N:22]=[C:21]([C:24]3([C:27]([OH:29])=[O:28])[CH2:26][CH2:25]3)[N:20]=2)[CH:16]=[CH:17][CH:18]=1)[CH2:2][CH2:3][CH2:4][CH2:5][CH2:6][CH2:7][CH2:8][CH2:9][CH2:10][CH2:11][CH3:12]. (5) Given the reactants C1(C=[N:8][CH:9]([CH3:15])[C:10]([O:12][CH2:13][CH3:14])=[O:11])C=CC=CC=1.C([N-]C(C)C)(C)C.[Li+].[CH2:24](Br)[C:25]1[CH:30]=[CH:29][CH:28]=[CH:27][CH:26]=1.Cl, predict the reaction product. The product is: [NH2:8][C:9]([CH3:15])([CH2:24][C:25]1[CH:30]=[CH:29][CH:28]=[CH:27][CH:26]=1)[C:10]([O:12][CH2:13][CH3:14])=[O:11]. (6) Given the reactants Cl[C:2]1[C:11]2[C:6](=[CH:7][C:8]([O:12][CH3:13])=[CH:9][CH:10]=2)[CH:5]=[C:4]([NH:14][C:15]2[CH:19]=[CH:18][NH:17][N:16]=2)[N:3]=1.[C:20]([C:22]1[CH:23]=[C:24](B(O)O)[CH:25]=[CH:26][CH:27]=1)#[N:21], predict the reaction product. The product is: [CH3:13][O:12][C:8]1[CH:7]=[C:6]2[C:11](=[CH:10][CH:9]=1)[C:2]([C:26]1[CH:27]=[C:22]([CH:23]=[CH:24][CH:25]=1)[C:20]#[N:21])=[N:3][C:4]([NH:14][C:15]1[CH:19]=[CH:18][NH:17][N:16]=1)=[CH:5]2. (7) Given the reactants Cl[C:2]1[C:11]2[C:6](=[CH:7][C:8]([C:14]([N:16]3[CH2:20][CH2:19][CH2:18][CH2:17]3)=[O:15])=[C:9]([O:12][CH3:13])[CH:10]=2)[CH:5]=[CH:4][N:3]=1.[C:21]1([OH:27])[CH:26]=[CH:25][CH:24]=[CH:23][CH:22]=1.[OH-].[K+], predict the reaction product. The product is: [CH3:13][O:12][C:9]1[CH:10]=[C:11]2[C:6]([CH:5]=[CH:4][N:3]=[C:2]2[O:27][C:21]2[CH:26]=[CH:25][CH:24]=[CH:23][CH:22]=2)=[CH:7][C:8]=1[C:14]([N:16]1[CH2:20][CH2:19][CH2:18][CH2:17]1)=[O:15]. (8) Given the reactants Cl.[Cl:2][C:3]1[CH:4]=[C:5]2[C:9](=[CH:10][CH:11]=1)[C@H:8]([NH2:12])[CH2:7][CH2:6]2.[CH:13](=[O:20])[C:14]1[CH:19]=[CH:18][CH:17]=[CH:16][CH:15]=1.[C:21]([OH:29])(=O)[C:22]1[CH:27]=[CH:26][CH:25]=[CH:24][CH:23]=1.C1(C2CCC([N+:42]#[C-:43])=CC2)C=CC=CC=1.C[OH:45], predict the reaction product. The product is: [C:43]([C@@H:21]([C:22]1[CH:27]=[CH:26][CH:25]=[CH:24][CH:23]=1)[N:12]([C@H:8]1[C:9]2[C:5](=[CH:4][C:3]([Cl:2])=[CH:11][CH:10]=2)[CH2:6][CH2:7]1)[C:13](=[O:20])[C:14]1[CH:19]=[CH:18][CH:17]=[CH:16][CH:15]=1)(=[O:45])[NH2:42].[C:43]([C@H:13]([C:14]1[CH:19]=[CH:18][CH:17]=[CH:16][CH:15]=1)[N:12]([C@H:8]1[C:9]2[C:5](=[CH:4][C:3]([Cl:2])=[CH:11][CH:10]=2)[CH2:6][CH2:7]1)[C:21](=[O:29])[C:22]1[CH:23]=[CH:24][CH:25]=[CH:26][CH:27]=1)(=[O:45])[NH2:42]. (9) The product is: [C:2]1([CH2:1][OH:12])[C:19]2[C:6](=[CH:30][CH:31]=[CH:32][CH:18]=2)[CH:5]=[CH:4][CH:3]=1. Given the reactants [CH2:1]([OH:12])[C@H:2]1O[C:6](=O)[C@H:5](O)[C@@H:4](O)[C@@H:3]1O.C([SiH]([CH2:18][CH3:19])CC)C.B(F)(F)F.CCOCC.[F-].[CH2:30]([N+](CCCC)(CCCC)CCCC)[CH2:31][CH2:32]C, predict the reaction product.